Dataset: Catalyst prediction with 721,799 reactions and 888 catalyst types from USPTO. Task: Predict which catalyst facilitates the given reaction. (1) Reactant: [O:1]1[CH2:6][CH:5]=[C:4]([C:7]2[CH:20]=[C:19]([F:21])[C:18]3[O:17][C:16]4[C:11](=[CH:12][C:13]([C:22]5[C:23]([F:28])=[N:24][CH:25]=[CH:26][CH:27]=5)=[CH:14][CH:15]=4)[C@@:10]4([CH2:32][O:31][C:30]([NH2:33])=[N:29]4)[C:9]=3[CH:8]=2)[CH2:3][CH2:2]1. Product: [F:21][C:19]1[C:18]2[O:17][C:16]3[C:11](=[CH:12][C:13]([C:22]4[C:23]([F:28])=[N:24][CH:25]=[CH:26][CH:27]=4)=[CH:14][CH:15]=3)[C@@:10]3([CH2:32][O:31][C:30]([NH2:33])=[N:29]3)[C:9]=2[CH:8]=[C:7]([CH:4]2[CH2:5][CH2:6][O:1][CH2:2][CH2:3]2)[CH:20]=1. The catalyst class is: 43. (2) Reactant: [Cl:1][C:2]1[C:8]([Cl:9])=[CH:7][C:5]([NH2:6])=[C:4]([N+:10]([O-:12])=[O:11])[CH:3]=1.[CH3:13][C:14]([O:17][C:18](O[C:18]([O:17][C:14]([CH3:16])([CH3:15])[CH3:13])=[O:19])=[O:19])([CH3:16])[CH3:15].C(O)(C(F)(F)F)=O.C1(C)C=CC=CC=1.C(OC(=O)C)C. Product: [C:14]([O:17][C:18](=[O:19])[NH:6][C:5]1[CH:7]=[C:8]([Cl:9])[C:2]([Cl:1])=[CH:3][C:4]=1[N+:10]([O-:12])=[O:11])([CH3:16])([CH3:15])[CH3:13]. The catalyst class is: 2. (3) Reactant: [F:1][C:2]1[CH:7]=[CH:6][CH:5]=[CH:4][C:3]=1[N:8]1[C:16]2[C:11](=[C:12]([N:17]3[CH2:24][C@H:23]4[C@H:19]([CH2:20][N:21]([C@@H](C5C=CC=CC=5)C)[CH2:22]4)[C:18]3=[O:33])[CH:13]=[CH:14][CH:15]=2)[CH:10]=[N:9]1.ClC(OC(Cl)C)=O. Product: [F:1][C:2]1[CH:7]=[CH:6][CH:5]=[CH:4][C:3]=1[N:8]1[C:16]2[C:11](=[C:12]([N:17]3[CH2:24][C@H:23]4[C@H:19]([CH2:20][NH:21][CH2:22]4)[C:18]3=[O:33])[CH:13]=[CH:14][CH:15]=2)[CH:10]=[N:9]1. The catalyst class is: 2. (4) Reactant: [H-].[Na+].CN(C=O)C.[O:8]1[CH2:13][CH2:12][CH2:11][CH2:10][CH:9]1[N:14]1[CH:18]=[C:17]([C:19]2[N:24]=[C:23]3[CH:25]=[CH:26][NH:27][C:22]3=[CH:21][CH:20]=2)[CH:16]=[N:15]1.CC1C=CC(S(O[CH2:39][CH:40]2[CH2:44][C:43]([CH3:46])([CH3:45])[N:42]([CH2:47][C:48]3[CH:53]=[CH:52][CH:51]=[CH:50][CH:49]=3)[CH2:41]2)(=O)=O)=CC=1. Product: [CH2:47]([N:42]1[C:43]([CH3:46])([CH3:45])[CH2:44][CH:40]([CH2:39][N:27]2[C:22]3[C:23](=[N:24][C:19]([C:17]4[CH:16]=[N:15][N:14]([CH:9]5[CH2:10][CH2:11][CH2:12][CH2:13][O:8]5)[CH:18]=4)=[CH:20][CH:21]=3)[CH:25]=[CH:26]2)[CH2:41]1)[C:48]1[CH:53]=[CH:52][CH:51]=[CH:50][CH:49]=1. The catalyst class is: 6. (5) Reactant: [C:1]([NH:9][NH:10][C:11]([C:13]1[C:18]([Br:19])=[CH:17][N:16]=[C:15]([NH:20][C:21]([NH:23][CH2:24][CH3:25])=[O:22])[CH:14]=1)=[O:12])(=O)[C:2]1[CH:7]=[CH:6][CH:5]=[CH:4][CH:3]=1.C1(P(C2C=CC=CC=2)C2C=CC=CC=2)C=CC=CC=1.C(Br)(Br)(Br)Br.C(N(CC)CC)C. Product: [Br:19][C:18]1[C:13]([C:11]2[O:12][C:1]([C:2]3[CH:7]=[CH:6][CH:5]=[CH:4][CH:3]=3)=[N:9][N:10]=2)=[CH:14][C:15]([NH:20][C:21]([NH:23][CH2:24][CH3:25])=[O:22])=[N:16][CH:17]=1. The catalyst class is: 2. (6) Reactant: [F:1][C:2]([F:14])([C:8]1[CH:13]=[CH:12][CH:11]=[CH:10][N:9]=1)[C:3]([O:5][CH2:6]C)=[O:4].[BH4-].[Na+]. Product: [F:14][C:2]([F:1])([C:8]1[CH:13]=[CH:12][CH:11]=[CH:10][N:9]=1)[CH:3]([O:5][CH3:6])[OH:4]. The catalyst class is: 5.